From a dataset of Reaction yield outcomes from USPTO patents with 853,638 reactions. Predict the reaction yield, written as a fraction of the theoretical maximum amount of product (1.0 means a 100% yield; for example, 0.34 means a 34% yield). (1) The reactants are C[O:2][C:3](=O)[C:4]1[CH:9]=[CH:8][C:7]([O:10][S:11]([CH3:14])(=[O:13])=[O:12])=[CH:6][CH:5]=1.[H-].[H-].[H-].[H-].[Li+].[Al+3].Cl. The catalyst is C1COCC1. The product is [OH:2][CH2:3][C:4]1[CH:5]=[CH:6][C:7]([O:10][S:11]([CH3:14])(=[O:13])=[O:12])=[CH:8][CH:9]=1. The yield is 0.930. (2) The reactants are [CH:1]1([CH2:7][NH2:8])[CH2:6][CH2:5][CH2:4][CH2:3][CH2:2]1.[CH3:9][C:10]1[N:15]([C:16]2[CH:21]=[CH:20][CH:19]=[C:18]([C:22]([F:25])([F:24])[F:23])[CH:17]=2)[C:14](=[O:26])[C:13]([C:27](O)=[O:28])=[CH:12][C:11]=1[C:30]1[CH:35]=[CH:34][CH:33]=[CH:32][CH:31]=1.CN(C(ON1N=NC2C=CC=NC1=2)=[N+](C)C)C.F[P-](F)(F)(F)(F)F.C1C=NC2N(O)N=NC=2C=1.CCN(C(C)C)C(C)C. The catalyst is CN1C(=O)CCC1. The product is [CH:1]1([CH2:7][NH:8][C:27]([C:13]2[C:14](=[O:26])[N:15]([C:16]3[CH:21]=[CH:20][CH:19]=[C:18]([C:22]([F:24])([F:25])[F:23])[CH:17]=3)[C:10]([CH3:9])=[C:11]([C:30]3[CH:31]=[CH:32][CH:33]=[CH:34][CH:35]=3)[CH:12]=2)=[O:28])[CH2:6][CH2:5][CH2:4][CH2:3][CH2:2]1. The yield is 0.500.